Dataset: Full USPTO retrosynthesis dataset with 1.9M reactions from patents (1976-2016). Task: Predict the reactants needed to synthesize the given product. Given the product [Cl:10][C:11]1[CH:12]=[C:13]([C:17]2[N:25]=[C:24]([C:26]#[N:27])[N:23]=[C:22]3[C:18]=2[N:19]([CH2:33][C@H:34]2[CH2:39][CH2:38][C@H:37]([CH3:40])[CH2:36][CH2:35]2)[C:20]([C:28]2([F:7])[CH2:31][O:30][CH2:29]2)=[N:21]3)[CH:14]=[N:15][CH:16]=1, predict the reactants needed to synthesize it. The reactants are: CCN(S(F)(F)[F:7])CC.[Cl:10][C:11]1[CH:12]=[C:13]([C:17]2[N:25]=[C:24]([C:26]#[N:27])[N:23]=[C:22]3[C:18]=2[N:19]([CH2:33][C@H:34]2[CH2:39][CH2:38][C@H:37]([CH3:40])[CH2:36][CH2:35]2)[C:20]([C:28]2(O)[CH2:31][O:30][CH2:29]2)=[N:21]3)[CH:14]=[N:15][CH:16]=1.